This data is from Aqueous solubility values for 9,982 compounds from the AqSolDB database. The task is: Regression/Classification. Given a drug SMILES string, predict its absorption, distribution, metabolism, or excretion properties. Task type varies by dataset: regression for continuous measurements (e.g., permeability, clearance, half-life) or binary classification for categorical outcomes (e.g., BBB penetration, CYP inhibition). For this dataset (solubility_aqsoldb), we predict Y. (1) The molecule is CC(=O)Nc1ccccc1[N+](=O)[O-]. The Y is -1.91 log mol/L. (2) The molecule is CCOC(=O)CN(N=O)C(N)=O. The Y is 0.757 log mol/L. (3) The drug is C=CC1=C(C)/C(=C/c2[nH]c(Cc3[nH]c(/C=C4\NC(=O)C(C)=C4C=C)c(C)c3CCC(=O)O)c(CCC(=O)O)c2C)NC1=O. The Y is -4.81 log mol/L. (4) The molecule is COc1ccccc1NC(=O)c1cc2ccccc2cc1[O-].[Na+]. The Y is -5.18 log mol/L. (5) The compound is FC(F)(F)c1ccccc1. The Y is -2.51 log mol/L. (6) The Y is -6.05 log mol/L. The compound is CC(C)=CC1C(C(=O)OCc2coc(Cc3ccccc3)c2)C1(C)C. (7) The compound is Clc1ccc(Oc2ccc(Cl)cc2Cl)c(Cl)c1. The Y is -6.82 log mol/L.